The task is: Predict the product of the given reaction.. This data is from Forward reaction prediction with 1.9M reactions from USPTO patents (1976-2016). (1) Given the reactants C(OC([N:8]1[CH2:13][CH2:12][CH:11]([O:14][C:15]2[CH:24]=[C:23]([O:25][CH3:26])[CH:22]=[C:21]3[C:16]=2[C:17]([NH:27][C:28]2[CH:33]=[CH:32][C:31]([F:34])=[C:30]([Cl:35])[CH:29]=2)=[N:18][CH:19]=[N:20]3)[CH2:10][CH2:9]1)=O)(C)(C)C, predict the reaction product. The product is: [Cl:35][C:30]1[CH:29]=[C:28]([CH:33]=[CH:32][C:31]=1[F:34])[NH:27][C:17]1[C:16]2[C:21](=[CH:22][C:23]([O:25][CH3:26])=[CH:24][C:15]=2[O:14][CH:11]2[CH2:10][CH2:9][NH:8][CH2:13][CH2:12]2)[N:20]=[CH:19][N:18]=1. (2) Given the reactants [O:1]1[C:5]2[CH:6]=[CH:7][C:8]([CH2:10][CH2:11][O:12][CH2:13][C:14]([N:16]3[CH2:20][CH2:19][CH:18]([OH:21])[CH2:17]3)=O)=[CH:9][C:4]=2[CH:3]=[CH:2]1.Cl.O.[OH-].[Na+], predict the reaction product. The product is: [O:1]1[C:5]2[CH:6]=[CH:7][C:8]([CH2:10][CH2:11][O:12][CH2:13][CH2:14][N:16]3[CH2:20][CH2:19][CH:18]([OH:21])[CH2:17]3)=[CH:9][C:4]=2[CH:3]=[CH:2]1.